From a dataset of Reaction yield outcomes from USPTO patents with 853,638 reactions. Predict the reaction yield, written as a fraction of the theoretical maximum amount of product (1.0 means a 100% yield; for example, 0.34 means a 34% yield). The reactants are [F:1][C:2]([F:13])([F:12])[C:3]1[CH:8]=[CH:7][C:6](B(O)O)=[CH:5][CH:4]=1.[Br:14][C:15]1[CH:20]=[CH:19][C:18](I)=[CH:17][CH:16]=1.C(=O)([O-])[O-].[Na+].[Na+]. The catalyst is CC([O-])=O.CC([O-])=O.[Pd+2]. The product is [Br:14][C:15]1[CH:20]=[CH:19][C:18]([C:6]2[CH:7]=[CH:8][C:3]([C:2]([F:13])([F:12])[F:1])=[CH:4][CH:5]=2)=[CH:17][CH:16]=1. The yield is 0.700.